This data is from Reaction yield outcomes from USPTO patents with 853,638 reactions. The task is: Predict the reaction yield, written as a fraction of the theoretical maximum amount of product (1.0 means a 100% yield; for example, 0.34 means a 34% yield). (1) The reactants are [NH2:1][C:2]1[NH:3][C:4](=[O:18])[C:5]2[CH:10]=[C:9]([C:11]3[CH:16]=[CH:15][C:14]([F:17])=[CH:13][CH:12]=3)[S:8][C:6]=2[N:7]=1.F[P-](F)(F)(F)(F)F.N1(O[P+](N(C)C)(N(C)C)N(C)C)[C:30]2C=CC=C[C:29]=2N=N1.C1CCN2C(=NCCC2)CC1.[O-]CC.[Na+]. The catalyst is CCO. The product is [CH2:29]([O:18][C:4]1[C:5]2[CH:10]=[C:9]([C:11]3[CH:12]=[CH:13][C:14]([F:17])=[CH:15][CH:16]=3)[S:8][C:6]=2[N:7]=[C:2]([NH2:1])[N:3]=1)[CH3:30]. The yield is 0.540. (2) The reactants are [NH2:1][C:2]1[N:7]=[CH:6][N:5]=[C:4]([NH:8][C@H:9]([C:11]2[N:16]([C:17]3[CH:22]=[CH:21][CH:20]=[CH:19][CH:18]=3)[C:15](=[O:23])[C:14]3=[C:24](C)[CH:25]=[CH:26][N:13]3[N:12]=2)[CH3:10])[C:3]=1I.CC1(C)C(C)(C)OB([C:37]2[CH:38]=[N:39][NH:40][CH:41]=2)O1. The catalyst is [Pd].C(=O)([O-])[O-].[Na+].[Na+]. The product is [NH2:1][C:2]1[N:7]=[CH:6][N:5]=[C:4]([NH:8][C@H:9]([C:11]2[N:16]([C:17]3[CH:18]=[CH:19][CH:20]=[CH:21][CH:22]=3)[C:15](=[O:23])[C:14]3=[CH:24][CH:25]=[CH:26][N:13]3[N:12]=2)[CH3:10])[C:3]=1[C:37]1[CH:38]=[N:39][NH:40][CH:41]=1. The yield is 0.290. (3) The reactants are [Br:1][C:2]1[CH:7]=[CH:6][C:5]([OH:8])=[CH:4][CH:3]=1.O[CH:10]([C:14]1[CH:24]=[CH:23][C:17]([C:18]([O:20][CH2:21][CH3:22])=[O:19])=[CH:16][CH:15]=1)[CH2:11][CH2:12][CH3:13].C1(P(C2C=CC=CC=2)C2C=CC=CC=2)C=CC=CC=1.CC(OC(/N=N/C(OC(C)C)=O)=O)C. The catalyst is C1COCC1.[Cl-].[Na+].O. The product is [Br:1][C:2]1[CH:7]=[CH:6][C:5]([O:8][CH:10]([C:14]2[CH:24]=[CH:23][C:17]([C:18]([O:20][CH2:21][CH3:22])=[O:19])=[CH:16][CH:15]=2)[CH2:11][CH2:12][CH3:13])=[CH:4][CH:3]=1. The yield is 0.677. (4) The reactants are [Cl:1][C:2]1[C:7]([C:8]2[N:9]=[C:10]([N:20]3[CH2:25][CH2:24][O:23][CH2:22][CH2:21]3)[S:11][C:12]=2[C:13]2[CH:18]=[CH:17][N:16]=[C:15](Cl)[N:14]=2)=[CH:6][CH:5]=[CH:4][C:3]=1[NH:26][S:27]([C:30]1[C:35]([F:36])=[CH:34][CH:33]=[CH:32][C:31]=1[F:37])(=[O:29])=[O:28].[CH2:38]([NH2:42])[CH:39]([CH3:41])[CH3:40]. No catalyst specified. The product is [Cl:1][C:2]1[C:7]([C:8]2[N:9]=[C:10]([N:20]3[CH2:21][CH2:22][O:23][CH2:24][CH2:25]3)[S:11][C:12]=2[C:13]2[CH:18]=[CH:17][N:16]=[C:15]([NH:42][CH2:38][CH:39]([CH3:41])[CH3:40])[N:14]=2)=[CH:6][CH:5]=[CH:4][C:3]=1[NH:26][S:27]([C:30]1[C:31]([F:37])=[CH:32][CH:33]=[CH:34][C:35]=1[F:36])(=[O:29])=[O:28]. The yield is 0.141. (5) The reactants are [Cl-].[Al+3].[Cl-].[Cl-].[CH3:5][O:6][C:7]1[CH:12]=[CH:11][CH:10]=[CH:9][C:8]=1[O:13][CH3:14].[CH3:15][O:16][C:17]1[CH:25]=[CH:24][C:20]([C:21](Cl)=[O:22])=[CH:19][CH:18]=1. The catalyst is C(Cl)Cl. The product is [CH3:5][O:6][C:7]1[CH:12]=[C:11]([C:21]([C:20]2[CH:24]=[CH:25][C:17]([O:16][CH3:15])=[CH:18][CH:19]=2)=[O:22])[CH:10]=[CH:9][C:8]=1[O:13][CH3:14]. The yield is 0.920. (6) The reactants are [Cl:1][C:2]1[CH:7]=[CH:6][C:5]([O:8][CH3:9])=[CH:4][C:3]=1[F:10].C(NC(C)C)(C)C.[Li].CN(C)[CH:21]=[O:22].C(O)(=O)C. The catalyst is O1CCCC1.O. The product is [Cl:1][C:2]1[C:3]([F:10])=[C:4]([C:5]([O:8][CH3:9])=[CH:6][CH:7]=1)[CH:21]=[O:22]. The yield is 0.850.